Dataset: Full USPTO retrosynthesis dataset with 1.9M reactions from patents (1976-2016). Task: Predict the reactants needed to synthesize the given product. (1) The reactants are: [O:1]1[C:5]2[CH:6]=[CH:7][CH:8]=[CH:9][C:4]=2[CH:3]=[C:2]1[C:10]1[N:14]2[N:15]=[C:16](Cl)[CH:17]=[CH:18][C:13]2=[N:12][CH:11]=1.[NH:20]1[CH2:24][CH2:23][C@@H:22]([CH2:25][OH:26])[CH2:21]1.C(=O)([O-])O.[Na+]. Given the product [O:1]1[C:5]2[CH:6]=[CH:7][CH:8]=[CH:9][C:4]=2[CH:3]=[C:2]1[C:10]1[N:14]2[N:15]=[C:16]([N:20]3[CH2:24][CH2:23][C@@H:22]([CH2:25][OH:26])[CH2:21]3)[CH:17]=[CH:18][C:13]2=[N:12][CH:11]=1, predict the reactants needed to synthesize it. (2) Given the product [CH2:40]([NH:42][C:2]1[CH:3]=[C:4]2[C:9](=[CH:10][C:11]=1[O:12][CH3:13])[N:8]=[CH:7][C:6]([C:14]([O:16][CH2:17][CH3:18])=[O:15])=[C:5]2[NH:19][C:20]1[CH:25]=[CH:24][CH:23]=[C:22]([CH2:26][N:27]2[CH:31]=[CH:30][N:29]=[CH:28]2)[C:21]=1[CH2:32][CH3:33])[CH3:41], predict the reactants needed to synthesize it. The reactants are: Br[C:2]1[CH:3]=[C:4]2[C:9](=[CH:10][C:11]=1[O:12][CH3:13])[N:8]=[CH:7][C:6]([C:14]([O:16][CH2:17][CH3:18])=[O:15])=[C:5]2[NH:19][C:20]1[CH:25]=[CH:24][CH:23]=[C:22]([CH2:26][N:27]2[CH:31]=[CH:30][N:29]=[CH:28]2)[C:21]=1[CH2:32][CH3:33].C(=O)([O-])[O-].[Cs+].[Cs+].[CH2:40]([NH2:42])[CH3:41]. (3) Given the product [Cl:1][CH2:2][CH2:3][CH2:4][Si:5]([O:12][CH2:13][CH3:14])([O:6][CH2:7][CH3:8])[O:9][CH2:10][CH3:11].[Cl:1][CH2:2][CH2:3][CH2:4][Si:5]([O:12][CH3:13])([O:6][CH2:7][CH3:8])[O:9][CH2:10][CH3:11].[CH2:14]([O:16][Si:5]([O:12][CH2:36][CH3:31])([O:9][CH2:10][CH3:11])[O:6][CH2:7][CH3:8])[CH3:15], predict the reactants needed to synthesize it. The reactants are: [Cl:1][CH2:2][CH2:3][CH2:4][Si:5]([O:12][CH3:13])([O:9][CH2:10][CH3:11])[O:6][CH2:7][CH3:8].[CH2:14]([OH:16])[CH3:15].CO.C([C:31]1[CH:36]=CC=CC=1S(O)(=O)=O)CCCCCCCCCCC.CO[Si](OC)(OC)OC. (4) Given the product [Br:8][C:9]1[CH:10]=[CH:11][CH:12]=[C:13]2[C:18]=1[N:17]=[C:16]([NH:1][C:2]1[CH:7]=[CH:6][CH:5]=[CH:4][CH:3]=1)[CH:15]=[CH:14]2, predict the reactants needed to synthesize it. The reactants are: [NH2:1][C:2]1[CH:7]=[CH:6][CH:5]=[CH:4][CH:3]=1.[Br:8][C:9]1[CH:10]=[CH:11][CH:12]=[C:13]2[C:18]=1[N:17]=[C:16](Cl)[CH:15]=[CH:14]2.[Li+].C[Si]([N-][Si](C)(C)C)(C)C. (5) The reactants are: C([O:5][C:6](=[O:18])[C:7]1[CH:12]=[C:11]([CH3:13])[N:10]=[C:9]([CH2:14][CH2:15][CH:16]=[CH2:17])[CH:8]=1)(C)(C)C.[ClH:19]. Given the product [ClH:19].[CH2:14]([C:9]1[CH:8]=[C:7]([CH:12]=[C:11]([CH3:13])[N:10]=1)[C:6]([OH:18])=[O:5])[CH2:15][CH:16]=[CH2:17], predict the reactants needed to synthesize it. (6) Given the product [CH2:24]([O:26][C:27]1[CH:35]=[CH:34][CH:33]=[CH:32][C:28]=1[C:29]([NH:11][C:6]1[C:5]([CH2:12][CH2:13][CH3:14])=[N:4][N:3]([CH2:1][CH3:2])[C:7]=1[C:8]([NH2:10])=[O:9])=[O:30])[CH3:25], predict the reactants needed to synthesize it. The reactants are: [CH2:1]([N:3]1[C:7]([C:8]([NH2:10])=[O:9])=[C:6]([NH2:11])[C:5]([CH2:12][CH2:13][CH3:14])=[N:4]1)[CH3:2].C(N(CC)CC)C.N#N.[CH2:24]([O:26][C:27]1[CH:35]=[CH:34][CH:33]=[CH:32][C:28]=1[C:29](Cl)=[O:30])[CH3:25]. (7) Given the product [OH:19][C:18]1[CH:25]=[CH:24][C:22]([O:23][CH2:2][C:3]([NH:5][C:6]2[CH:11]=[CH:10][CH:9]=[CH:8][CH:7]=2)=[O:4])=[CH:21][CH:20]=1, predict the reactants needed to synthesize it. The reactants are: Cl[CH2:2][C:3]([NH:5][C:6]1[CH:11]=[CH:10][CH:9]=[CH:8][CH:7]=1)=[O:4].C([O-])([O-])=O.[K+].[K+].[C:18]1([CH:25]=[CH:24][C:22]([OH:23])=[CH:21][CH:20]=1)[OH:19]. (8) The reactants are: [C:1]([C@@H:9]1[CH2:13][CH:12]([CH2:14][C:15]2[CH:20]=[CH:19][C:18]([C:21]3[CH:26]=[CH:25][CH:24]=[CH:23][CH:22]=3)=[CH:17][CH:16]=2)[N:11](/C=C/C2C=CC=CC=2)C1=O)(=O)C1C=CC=CC=1.C=O.CCCC[N+:42]([CH2:51]CCC)([CH2:47][CH2:48][CH2:49][CH3:50])CCCC.[OH-].[C:56]([O-:59])([O-])=O.[K+].[K+]. Given the product [C:18]1([C:21]2[CH:22]=[CH:23][CH:24]=[CH:25][CH:26]=2)[CH:17]=[CH:16][C:15]([CH2:14][C@H:12]2[N:11]([CH2:51][N:42]3[CH2:47][CH2:48][CH2:49][CH2:50]3)[C:56](=[O:59])[C:9](=[CH2:1])[CH2:13]2)=[CH:20][CH:19]=1, predict the reactants needed to synthesize it. (9) The reactants are: [OH:1][C:2]1([CH2:19][OH:20])[C:6](=[O:7])[O:5][C@H:4]2[C:8]3[C@@:13]([CH3:16])([CH2:14][CH2:15][C:3]12[OH:18])[CH2:12][CH2:11][CH2:10][C:9]=3[CH3:17].[C:21](OC(=O)C)(=[O:23])[CH3:22].N1C=CC=CC=1. Given the product [C:21]([O:20][CH2:19][C:2]1([OH:1])[C:6](=[O:7])[O:5][C@H:4]2[C:8]3[C@@:13]([CH3:16])([CH2:14][CH2:15][C:3]12[OH:18])[CH2:12][CH2:11][CH2:10][C:9]=3[CH3:17])(=[O:23])[CH3:22], predict the reactants needed to synthesize it. (10) Given the product [Br:1][C:2]1[CH:7]=[N:6][C:5]2[NH:8][C@@H:9]([CH3:12])[CH2:10][N:13]([S:14]([C:17]3[CH:22]=[CH:21][C:20]([CH3:23])=[CH:19][CH:18]=3)(=[O:16])=[O:15])[C:4]=2[CH:3]=1, predict the reactants needed to synthesize it. The reactants are: [Br:1][C:2]1[CH:3]=[C:4]([NH:13][S:14]([C:17]2[CH:22]=[CH:21][C:20]([CH3:23])=[CH:19][CH:18]=2)(=[O:16])=[O:15])[C:5]([NH:8][C@@H:9]([CH3:12])[CH2:10]O)=[N:6][CH:7]=1.C1(P(C2C=CC=CC=2)C2C=CC=CC=2)C=CC=CC=1.N(C(OC(C)C)=O)=NC(OC(C)C)=O.